This data is from Forward reaction prediction with 1.9M reactions from USPTO patents (1976-2016). The task is: Predict the product of the given reaction. (1) Given the reactants [CH3:1][C:2]1[CH:11]=[CH:10][C:5]([C:6]([O:8]C)=[O:7])=[CH:4][C:3]=1[C:12]1[NH:16][C:15]([CH3:17])=[N:14][CH:13]=1, predict the reaction product. The product is: [CH3:1][C:2]1[CH:11]=[CH:10][C:5]([C:6]([OH:8])=[O:7])=[CH:4][C:3]=1[C:12]1[N:16]=[C:15]([CH3:17])[NH:14][CH:13]=1. (2) Given the reactants [Cl:1][C:2]1[CH:3]=[C:4]2[O:8][C:7]([C:9]3[CH:13]=[CH:12][S:11][CH:10]=3)=[N:6][C:5]2=[C:14]([C:16]([OH:18])=O)[CH:15]=1.Cl.Cl.[NH2:21][CH:22]1[CH2:29][CH:28]2[N:30]([CH3:31])[CH:24]([CH2:25][CH2:26][CH2:27]2)[CH2:23]1.Cl.C(N=C=NCCCN(C)C)C.ON1C2C=CC=CC=2N=N1.C(N(CC)CC)C, predict the reaction product. The product is: [CH3:31][N:30]1[CH:24]2[CH2:25][CH2:26][CH2:27][CH:28]1[CH2:29][CH:22]([NH:21][C:16]([C:14]1[CH:15]=[C:2]([Cl:1])[CH:3]=[C:4]3[O:8][C:7]([C:9]4[CH:13]=[CH:12][S:11][CH:10]=4)=[N:6][C:5]=13)=[O:18])[CH2:23]2. (3) Given the reactants FC(F)(F)C(O)=O.C(OC([N:15]1[CH2:20][CH2:19][N:18]([C:21]2[CH:26]=[CH:25][C:24]([NH:27][C:28]([NH:30][C:31]3[CH:36]=[C:35]([CH3:37])[CH:34]=[CH:33][C:32]=3[O:38][CH3:39])=[O:29])=[CH:23][CH:22]=2)[CH2:17][CH:16]1[CH3:40])=O)(C)(C)C.C1(OC)C=CC=CC=1, predict the reaction product. The product is: [CH3:39][O:38][C:32]1[CH:33]=[CH:34][C:35]([CH3:37])=[CH:36][C:31]=1[NH:30][C:28]([NH:27][C:24]1[CH:23]=[CH:22][C:21]([N:18]2[CH2:19][CH2:20][NH:15][CH:16]([CH3:40])[CH2:17]2)=[CH:26][CH:25]=1)=[O:29]. (4) Given the reactants [CH3:1][C:2]1([CH3:15])[C:11]2[C:6]3=[C:7]([NH:12][C:13](=[O:14])[N:5]3[CH2:4][CH2:3]1)[CH:8]=[CH:9][CH:10]=2.C(=O)([O-])[O-].[Cs+].[Cs+].[CH2:22](Br)[C:23]#[CH:24].O, predict the reaction product. The product is: [CH3:1][C:2]1([CH3:15])[C:11]2[C:6]3=[C:7]([N:12]([CH2:24][C:23]#[CH:22])[C:13](=[O:14])[N:5]3[CH2:4][CH2:3]1)[CH:8]=[CH:9][CH:10]=2. (5) The product is: [F:1][C:2]1[C:3]([CH3:17])=[C:4]([C@:8]2([C:14]([OH:16])=[O:15])[CH2:12][CH2:11][CH:10]([N:18]3[CH2:22][CH2:21][CH2:20][CH2:19]3)[CH2:9]2)[CH:5]=[CH:6][CH:7]=1. Given the reactants [F:1][C:2]1[C:3]([CH3:17])=[C:4]([C@:8]2([C:14]([OH:16])=[O:15])[CH2:12][CH2:11][C:10](=O)[CH2:9]2)[CH:5]=[CH:6][CH:7]=1.[NH:18]1[CH2:22][CH2:21][CH2:20][CH2:19]1, predict the reaction product. (6) Given the reactants [CH2:1]([N:3]1[C:8]2[N:9]=[C:10]([S:13][CH3:14])[N:11]=[CH:12][C:7]=2[CH:6]=[C:5]([C:15]2[CH:20]=[CH:19][CH:18]=[C:17]([S:21]([CH3:24])(=[O:23])=[O:22])[CH:16]=2)[C:4]1=[O:25])[CH3:2].C1C=C(Cl)C=C(C(OO)=[O:34])C=1, predict the reaction product. The product is: [CH2:1]([N:3]1[C:8]2[N:9]=[C:10]([S:13]([CH3:14])=[O:34])[N:11]=[CH:12][C:7]=2[CH:6]=[C:5]([C:15]2[CH:20]=[CH:19][CH:18]=[C:17]([S:21]([CH3:24])(=[O:22])=[O:23])[CH:16]=2)[C:4]1=[O:25])[CH3:2].